This data is from TCR-epitope binding with 47,182 pairs between 192 epitopes and 23,139 TCRs. The task is: Binary Classification. Given a T-cell receptor sequence (or CDR3 region) and an epitope sequence, predict whether binding occurs between them. (1) The epitope is HTTDPSFLGRY. The TCR CDR3 sequence is CASSQGPSGEGLSYEQYF. Result: 1 (the TCR binds to the epitope). (2) The epitope is GILGFVFTL. The TCR CDR3 sequence is CASSIVAQYEQYF. Result: 1 (the TCR binds to the epitope). (3) The epitope is SSTFNVPMEKLK. The TCR CDR3 sequence is CASSSTGGTNTEAFF. Result: 0 (the TCR does not bind to the epitope). (4) The epitope is RLYYDSMSY. The TCR CDR3 sequence is CASSKASGGYNEQFF. Result: 1 (the TCR binds to the epitope). (5) The epitope is MPASWVMRI. Result: 1 (the TCR binds to the epitope). The TCR CDR3 sequence is CASSLGLAGVDEQFF. (6) Result: 1 (the TCR binds to the epitope). The epitope is YLQPRTFLL. The TCR CDR3 sequence is CATTGNWNTGELFF. (7) The epitope is FLKEKGGL. The TCR CDR3 sequence is CSVEDLDRTYEQYF. Result: 0 (the TCR does not bind to the epitope). (8) The epitope is YEGNSPFHPL. The TCR CDR3 sequence is CASHKLAGVDTQYF. Result: 0 (the TCR does not bind to the epitope). (9) The epitope is TPRVTGGGAM. The TCR CDR3 sequence is CASSLGVGTVYEQYF. Result: 0 (the TCR does not bind to the epitope).